Predict the reaction yield, written as a fraction of the theoretical maximum amount of product (1.0 means a 100% yield; for example, 0.34 means a 34% yield). From a dataset of Reaction yield outcomes from USPTO patents with 853,638 reactions. The reactants are [CH3:1][O:2][C:3]1[CH:34]=[CH:33][C:6]([CH2:7][NH:8][C:9]2[N:14]=[C:13]([CH2:15][CH2:16][CH2:17][CH2:18][CH:19](O)[CH:20]=[CH:21][C:22]3[CH:31]=[N:30][C:29]4[C:24](=[CH:25][CH:26]=[CH:27][CH:28]=4)[N:23]=3)[CH:12]=[CH:11][CH:10]=2)=[CH:5][CH:4]=1.C(O)(=O)CC.Cl.[Cl-].[Na+].O.[C:44]([CH3:54])(OCC)([O:48]CC)[O:45][CH2:46][CH3:47]. No catalyst specified. The product is [CH2:46]([O:45][C:44](=[O:48])[CH2:54][CH:21]([C:22]1[CH:31]=[N:30][C:29]2[C:24](=[CH:25][CH:26]=[CH:27][CH:28]=2)[N:23]=1)[CH:20]=[CH:19][CH2:18][CH2:17][CH2:16][CH2:15][C:13]1[CH:12]=[CH:11][CH:10]=[C:9]([NH:8][CH2:7][C:6]2[CH:33]=[CH:34][C:3]([O:2][CH3:1])=[CH:4][CH:5]=2)[N:14]=1)[CH3:47]. The yield is 0.480.